This data is from Reaction yield outcomes from USPTO patents with 853,638 reactions. The task is: Predict the reaction yield, written as a fraction of the theoretical maximum amount of product (1.0 means a 100% yield; for example, 0.34 means a 34% yield). (1) The reactants are [Br:1][CH2:2][CH2:3][CH2:4][CH2:5][C:6](Cl)=[O:7].C=[CH:10][CH2:11][CH:12]([OH:16])[CH2:13][CH:14]=[CH2:15].[CH2:17](N(CC)CC)C. The catalyst is C(Cl)Cl. The product is [Br:1][CH2:2][CH2:3][CH2:4][CH2:5][C:6]([O:16][CH:12]([CH:11]=[CH2:10])[CH2:13][CH2:14][CH:15]=[CH2:17])=[O:7]. The yield is 0.480. (2) The reactants are [F:1][C:2]1[C:7]([F:8])=[CH:6][CH:5]=[CH:4][C:3]=1B(O)O.[OH:12]O. The catalyst is ClCCl. The product is [F:1][C:2]1[C:7]([F:8])=[CH:6][CH:5]=[CH:4][C:3]=1[OH:12]. The yield is 0.930.